Task: Regression. Given two drug SMILES strings and cell line genomic features, predict the synergy score measuring deviation from expected non-interaction effect.. Dataset: NCI-60 drug combinations with 297,098 pairs across 59 cell lines Drug 1: C1=NC2=C(N1)C(=S)N=C(N2)N. Drug 2: CC1CCCC2(C(O2)CC(NC(=O)CC(C(C(=O)C(C1O)C)(C)C)O)C(=CC3=CSC(=N3)C)C)C. Cell line: KM12. Synergy scores: CSS=46.7, Synergy_ZIP=-3.71, Synergy_Bliss=-3.61, Synergy_Loewe=-0.956, Synergy_HSA=-0.840.